Dataset: Forward reaction prediction with 1.9M reactions from USPTO patents (1976-2016). Task: Predict the product of the given reaction. (1) Given the reactants COC1C=CC(COC([NH:11][NH:12][C:13]([C:15]2[CH:24]=[CH:23][C:18]3[O:19][CH2:20][CH2:21][O:22][C:17]=3[C:16]=2[CH3:25])=[O:14])=O)=CC=1.Cl, predict the reaction product. The product is: [CH3:25][C:16]1[C:17]2[O:22][CH2:21][CH2:20][O:19][C:18]=2[CH:23]=[CH:24][C:15]=1[C:13]([NH:12][NH2:11])=[O:14]. (2) Given the reactants [F:1][C:2]1[CH:3]=[C:4]([CH:8]=[C:9]([F:15])[C:10]=1[O:11][CH2:12][C:13]#[CH:14])[C:5](Cl)=[O:6].O1CCCC1.[CH3:21][CH:22]1[CH2:27][CH2:26][CH2:25][CH2:24][CH:23]1[NH2:28], predict the reaction product. The product is: [CH3:21][CH:22]1[CH2:27][CH2:26][CH2:25][CH2:24][CH:23]1[NH:28][C:5](=[O:6])[C:4]1[CH:3]=[C:2]([F:1])[C:10]([O:11][CH2:12][C:13]#[CH:14])=[C:9]([F:15])[CH:8]=1. (3) Given the reactants [NH2:1][C:2]1[CH:3]=[C:4]([CH:21]=[CH:22][CH:23]=1)[O:5][C:6]1[CH:7]=[CH:8][C:9]2[N:10]([CH:12]=[C:13]([NH:15][C:16]([CH:18]3[CH2:20][CH2:19]3)=[O:17])[N:14]=2)[N:11]=1.[Cl:24][C:25]1[CH:30]=[C:29]([C:31](O)=[O:32])[CH:28]=[C:27]([Cl:34])[N:26]=1.Cl.CN(C)CCCN=C=NCC.ON1C2C=CC=CC=2N=N1, predict the reaction product. The product is: [Cl:24][C:25]1[CH:30]=[C:29]([CH:28]=[C:27]([Cl:34])[N:26]=1)[C:31]([NH:1][C:2]1[CH:23]=[CH:22][CH:21]=[C:4]([O:5][C:6]2[CH:7]=[CH:8][C:9]3[N:10]([CH:12]=[C:13]([NH:15][C:16]([CH:18]4[CH2:20][CH2:19]4)=[O:17])[N:14]=3)[N:11]=2)[CH:3]=1)=[O:32]. (4) The product is: [CH2:16]([O:15][C@@H:14]1[C@@H:9]([O:8][CH2:1][C:2]2[CH:3]=[CH:4][CH:5]=[CH:6][CH:7]=2)[C@H:10]([CH3:23])[O:11][CH:13]1[OH:25])[C:17]1[CH:18]=[CH:19][CH:20]=[CH:21][CH:22]=1. Given the reactants [CH2:1]([O:8][C@@H:9]1[C@@H:14]([O:15][CH2:16][C:17]2[CH:22]=[CH:21][CH:20]=[CH:19][CH:18]=2)[CH:13]=C[O:11][C@H:10]1[CH3:23])[C:2]1[CH:7]=[CH:6][CH:5]=[CH:4][CH:3]=1.C([O-])(O)=[O:25].[Na+].C(=O)=O.CC(C)=O.O=[O+][O-].O=O.CSC.[Li+].[OH-], predict the reaction product.